Dataset: Catalyst prediction with 721,799 reactions and 888 catalyst types from USPTO. Task: Predict which catalyst facilitates the given reaction. (1) Reactant: [Br:1][C:2]1[CH:7]=[CH:6][C:5]([CH2:8][CH2:9][OH:10])=[CH:4][CH:3]=1.N1C=CN=C1.[C:16]([Si:20](Cl)([C:27]1[CH:32]=[CH:31][CH:30]=[CH:29][CH:28]=1)[C:21]1[CH:26]=[CH:25][CH:24]=[CH:23][CH:22]=1)([CH3:19])([CH3:18])[CH3:17].O. Product: [Br:1][C:2]1[CH:7]=[CH:6][C:5]([CH2:8][CH2:9][O:10][Si:20]([C:16]([CH3:19])([CH3:18])[CH3:17])([C:27]2[CH:28]=[CH:29][CH:30]=[CH:31][CH:32]=2)[C:21]2[CH:26]=[CH:25][CH:24]=[CH:23][CH:22]=2)=[CH:4][CH:3]=1. The catalyst class is: 9. (2) Reactant: [Cl:1][C:2]1[CH:3]=[C:4]([CH:13]=[CH:14][C:15]=1[O:16]CC1C=CC(OC)=CC=1)[CH2:5][CH2:6][N:7]1[CH2:11][CH2:10][CH2:9][C@H:8]1[CH3:12].FC(F)(F)C(O)=O. Product: [Cl:1][C:2]1[CH:3]=[C:4]([CH2:5][CH2:6][N:7]2[CH2:11][CH2:10][CH2:9][C@H:8]2[CH3:12])[CH:13]=[CH:14][C:15]=1[OH:16]. The catalyst class is: 2. (3) Reactant: [OH:1][CH:2]1[CH2:6][CH2:5][C:4]2([CH2:11][CH2:10][CH2:9][N:8]([C:12]([O:14][C:15]([CH3:18])([CH3:17])[CH3:16])=[O:13])[CH2:7]2)[CH2:3]1.CC(OI1(OC(C)=O)(OC(C)=O)OC(=O)C2C=CC=CC1=2)=O. Product: [O:1]=[C:2]1[CH2:6][CH2:5][C:4]2([CH2:11][CH2:10][CH2:9][N:8]([C:12]([O:14][C:15]([CH3:18])([CH3:17])[CH3:16])=[O:13])[CH2:7]2)[CH2:3]1. The catalyst class is: 2. (4) Reactant: O.[NH2:2][NH2:3].[Br:4][C:5]1[C:12]([F:13])=[C:11]([F:14])[C:8]([C:9]#[N:10])=[C:7](F)[C:6]=1[F:16].O. Product: [Br:4][C:5]1[C:6]([F:16])=[C:7]2[C:8]([C:9]([NH2:10])=[N:2][NH:3]2)=[C:11]([F:14])[C:12]=1[F:13]. The catalyst class is: 8. (5) Reactant: [CH3:1][O:2][C:3]1[C:11]([S:12]([CH3:14])=[O:13])=[C:10]([C:15]([F:18])([F:17])[F:16])[CH:9]=[CH:8][C:4]=1[C:5]([OH:7])=O.[OH:19][C:20]1[N:21]([CH3:25])[N:22]=[CH:23][CH:24]=1.CC1C=NC=CC=1.S(Cl)(Cl)=O.CC1CCCCC1. Product: [OH:19][C:20]1[N:21]([CH3:25])[N:22]=[CH:23][C:24]=1[C:5]([C:4]1[CH:8]=[CH:9][C:10]([C:15]([F:18])([F:17])[F:16])=[C:11]([S:12]([CH3:14])=[O:13])[C:3]=1[O:2][CH3:1])=[O:7]. The catalyst class is: 84.